From a dataset of Experimentally validated miRNA-target interactions with 360,000+ pairs, plus equal number of negative samples. Binary Classification. Given a miRNA mature sequence and a target amino acid sequence, predict their likelihood of interaction. (1) The miRNA is hsa-miR-7162-3p with sequence UCUGAGGUGGAACAGCAGC. The protein sequence of the target gene is MAFLMKKKKFKFQTTFTLEELTAVPFVNGVLFCKVRLLDGGDFVSLSSREEVQENCVRWRKRFTFVCKMSANPATGLLDPCVFRVSVRKELKGGKAYSKLGFADLNLAEFAGSGSTVRCCLLEGYDTKNTRQDNSILKVTIGMFLLSGDPCFKTPPSTAKSISIPGQDSSLQLTCKGGGTSSGGSSTNSLTGSRPPKARPTILSSGLPEEPDQNLSSPEEVFHSGHSRNSSYASQQSKISGYSTEHSRSSSLSDLTHRRNTSTSSSASGGLGMTVEGPEGSEREHRPPEKPPRPPRPLHL.... Result: 0 (no interaction). (2) The miRNA is dre-let-7f with sequence UGAGGUAGUAGAUUGUAUAGUU. The protein sequence of the target gene is MDITAKMEISVNQQQFMPPACFFASQSIQLSPTDSQCSNKSASKQAKRQRSSSPELLRCKRRLNFAGFGYSLPQQQPHAVARRNERERNRVKLVNNGFATLREHVPNGAANKKMSKVETLRSAVEYIRALQQLLDEHDAVSAAFQSGVLSPTISQNYSNDMNSMAGSPVSSYSSDEGSYDPLSPEEQELLDFTNWF. Result: 1 (interaction). (3) Result: 1 (interaction). The protein sequence of the target gene is MGRKLDLSGLTDDETEHVLQVVQRDFNLRKKEEDRLSEMKQRLAEENSKCSILSKHQKFVERCCMRCCSPFTFLVNARRRCGECKFSVCKSCCSYQKHEKLWVCCVCQQARLLRTQSLEWFYNNVKSRFKRFGSAKVLKNLYRKHRLESGACFDILGGGLFEPNLENEGSISGSDSTFYRQSEGHSMMDTLAVALRVAEEAIEEAISKAESHGDSLDKQNEASYLRDHKQELTEELAGTILQRIIRKQKDKAELRAEEEEPEWPRSQSGSVKARGEGTTAPPGRHKARATFRRSQSAFSF.... The miRNA is mmu-miR-7a-5p with sequence UGGAAGACUAGUGAUUUUGUUGU. (4) The miRNA is hsa-miR-3167 with sequence AGGAUUUCAGAAAUACUGGUGU. The protein sequence of the target gene is MTTSTLQKAIDLVTKATEEDKAKNYEEALRLYQHAVEYFLHAIKYEAHSDKAKESIRAKCVQYLDRAEKLKDYLRSKEKHGKKPVKENQSEGKGSDSDSEGDNPEKKKLQEQLMGAVVMEKPNIRWNDVAGLEGAKEALKEAVILPIKFPHLFTGKRTPWRGILLFGPPGTGKSYLAKAVATEANNSTFFSVSSSDLMSKWLGESEKLVKNLFELARQHKPSIIFIDEVDSLCGSRNENESEAARRIKTEFLVQMQGVGNNNDGTLVLGATNIPWVLDSAIRRRFEKRIYIPLPEEAARA.... Result: 1 (interaction). (5) The miRNA is hsa-miR-6741-5p with sequence GUGGGUGCUGGUGGGAGCCGUG. The protein sequence of the target gene is MAAPPAKGNTEQSEEGDLPQLPVSPKPDDEQSRSQSPTQLQDSPEAGGEQEEEQAFLVSLYKFMKERHTPIERVPHLGFKQINLWKIYKAVEKLGAYELVTGRRLWKNVYDELGGSPGSTSAATCTRRHYERLVLPYVRHLKGEDDKPLPPTKPRKQYKMAKELRGDDGTTEKLKKAKDSEERRVEQTTPGKTKSDATGQTQLPCQGSSRDSTEQLGPVSGPSPPLTGASSCPEAYKRLLSSFYCKGAHGIMSPLAKKKLLAQVSKAEALQCQEEGCRHGARSPNKDIQDSPQNLRGPAE.... Result: 0 (no interaction). (6) The miRNA is hsa-miR-4524b-5p with sequence AUAGCAGCAUAAGCCUGUCUC. The protein sequence of the target gene is MGAGASAEEKHSRELEKKLKEDAEKDARTVKLLLLGAGESGKSTIVKQMKIIHQDGYSLEECLEFIAIIYGNTLQSILAIVRAMTTLNIQYGDSARQDDARKLMHMADTIEEGTMPKEMSDIIQRLWKDSGIQACFERASEYQLNDSAGYYLSDLERLVTPGYVPTEQDVLRSRVKTTGIIETQFSFKDLNFRMFDVGGQRSERKKWIHCFEGVTCIIFIAALSAYDMVLVEDDEVNRMHESLHLFNSICNHRYFATTSIVLFLNKKDVFFEKIKKAHLSICFPDYDGPNTYEDAGNYIK.... Result: 1 (interaction). (7) The miRNA is hsa-miR-4769-3p with sequence UCUGCCAUCCUCCCUCCCCUAC. The protein sequence of the target gene is MAGDLSAGFFMEELNTYRQKQGVVLKYQELPNSGPPHDRRFTFQVIIDGREFPEGEGRSKKEAKNAAAKLAVEILNKEKKAVSPLLLTTTNSSEGLSMGNYIGLINRIAQKKRLTVNYEQCASGVHGPEGFHYKCKMGQKEYSIGTGSTKQEAKQLAAKLAYLQILSEETSVKSDYLSSGSFATTCESQSNSLVTSTLASESSSEGDFSADTSEINSNSDSLNSSSLLMNGLRNNQRKAKRSLAPRFDLPDMKETKYTVDKRFGMDFKEIELIGSGGFGQVFKAKHRIDGKTYVIKRVKY.... Result: 1 (interaction).